From a dataset of Catalyst prediction with 721,799 reactions and 888 catalyst types from USPTO. Predict which catalyst facilitates the given reaction. (1) The catalyst class is: 4. Reactant: OO.NC(N)=[O:5].FC(F)(F)C(OC(=O)C(F)(F)F)=O.[Cl:20][C:21]1[N:22]=[N:23][C:24]([Cl:27])=[CH:25][CH:26]=1.S([O-])([O-])=O.[Na+].[Na+]. Product: [Cl:20][C:21]1[N:22]=[N+:23]([O-:5])[C:24]([Cl:27])=[CH:25][CH:26]=1. (2) Reactant: [CH3:1][O:2][C:3]([C:5]1[N:6]([CH2:23][C:24]2[CH:29]=[CH:28][C:27]([C:30]([N:32]3[CH2:37][CH2:36][CH:35]([C:38]([O:40]CC)=[O:39])[CH2:34][CH2:33]3)=[O:31])=[CH:26][CH:25]=2)[C:7](=[O:22])[C:8]2[C:13]([C:14]=1[C:15]1[CH:20]=[CH:19][CH:18]=[CH:17][CH:16]=1)=[CH:12][C:11]([Br:21])=[CH:10][CH:9]=2)=[O:4].CO.[OH-].[Na+]. Product: [CH3:1][O:2][C:3]([C:5]1[N:6]([CH2:23][C:24]2[CH:29]=[CH:28][C:27]([C:30]([N:32]3[CH2:33][CH2:34][CH:35]([C:38]([OH:40])=[O:39])[CH2:36][CH2:37]3)=[O:31])=[CH:26][CH:25]=2)[C:7](=[O:22])[C:8]2[C:13]([C:14]=1[C:15]1[CH:16]=[CH:17][CH:18]=[CH:19][CH:20]=1)=[CH:12][C:11]([Br:21])=[CH:10][CH:9]=2)=[O:4]. The catalyst class is: 7. (3) Reactant: C(Cl)(=O)C(Cl)=O.CS(C)=O.[C:11]1([CH2:21][OH:22])[C:20]2[C:15](=[CH:16][CH:17]=[CH:18][CH:19]=2)[CH:14]=[CH:13][CH:12]=1.CCN(CC)CC.C(O)(=O)CC(CC(O)=O)(C(O)=O)O. Product: [C:11]1([CH:21]=[O:22])[C:20]2[C:15](=[CH:16][CH:17]=[CH:18][CH:19]=2)[CH:14]=[CH:13][CH:12]=1. The catalyst class is: 34. (4) Reactant: [CH3:1][NH:2][CH:3]([CH3:5])[CH3:4].CN(C)S(=O)=O.Cl[C:13]1[CH:22]=[CH:21][C:20]2[C:15](=[CH:16][CH:17]=[C:18]([Br:23])[CH:19]=2)[N:14]=1. Product: [Br:23][C:18]1[CH:19]=[C:20]2[C:15](=[CH:16][CH:17]=1)[N:14]=[C:13]([N:2]([CH3:1])[CH:3]([CH3:5])[CH3:4])[CH:22]=[CH:21]2. The catalyst class is: 6. (5) Reactant: [Br:1][C:2]1[C:24]([CH3:25])=[CH:23][C:5]([O:6][CH:7]([C:14]2[CH:22]=[CH:21][C:17]([C:18](O)=[O:19])=[CH:16][CH:15]=2)[CH2:8][CH2:9][CH2:10][CH2:11][CH2:12][CH3:13])=[CH:4][C:3]=1[CH3:26].C(N(CC)CC)C.[CH3:34][O:35][C:36](=[O:40])[CH2:37][CH2:38][NH2:39].CCN=C=NCCCN(C)C. Product: [CH3:34][O:35][C:36](=[O:40])[CH2:37][CH2:38][NH:39][C:18](=[O:19])[C:17]1[CH:16]=[CH:15][C:14]([CH:7]([O:6][C:5]2[CH:23]=[C:24]([CH3:25])[C:2]([Br:1])=[C:3]([CH3:26])[CH:4]=2)[CH2:8][CH2:9][CH2:10][CH2:11][CH2:12][CH3:13])=[CH:22][CH:21]=1. The catalyst class is: 64. (6) Reactant: C[O:2][C:3]1[CH:21]=[CH:20][C:6]([O:7][C:8]2[CH:13]=[CH:12][C:11]([C:14]3[CH:19]=[CH:18][CH:17]=[CH:16][CH:15]=3)=[CH:10][CH:9]=2)=[CH:5][CH:4]=1.B(Br)(Br)Br.O.ClCCl. Product: [C:11]1([C:14]2[CH:19]=[CH:18][CH:17]=[CH:16][CH:15]=2)[CH:12]=[CH:13][C:8]([O:7][C:6]2[CH:20]=[CH:21][C:3]([OH:2])=[CH:4][CH:5]=2)=[CH:9][CH:10]=1. The catalyst class is: 4. (7) Reactant: [F:1][C:2]1[CH:17]=[CH:16][C:5]([O:6][C:7]2[CH:14]=[CH:13][C:12]([Cl:15])=[CH:11][C:8]=2[C:9]#[N:10])=[C:4]([OH:18])[CH:3]=1.[Br:19]NC(=O)CCC(N)=O. Product: [Br:19][C:17]1[C:2]([F:1])=[CH:3][C:4]([OH:18])=[C:5]([CH:16]=1)[O:6][C:7]1[CH:14]=[CH:13][C:12]([Cl:15])=[CH:11][C:8]=1[C:9]#[N:10]. The catalyst class is: 2. (8) Reactant: [CH:1]([C:4]1[O:5][CH:6]=[C:7]([C:9]2[CH:32]=[CH:31][C:12]([O:13][C:14]3[CH:19]=[CH:18][C:17]([CH2:20][CH2:21][C:22]([NH:27]C(=O)C)([CH2:25][OH:26])[CH2:23][OH:24])=[CH:16][CH:15]=3)=[CH:11][CH:10]=2)[N:8]=1)([CH3:3])[CH3:2].[OH-].[Na+]. Product: [NH2:27][C:22]([CH2:21][CH2:20][C:17]1[CH:18]=[CH:19][C:14]([O:13][C:12]2[CH:31]=[CH:32][C:9]([C:7]3[N:8]=[C:4]([CH:1]([CH3:3])[CH3:2])[O:5][CH:6]=3)=[CH:10][CH:11]=2)=[CH:15][CH:16]=1)([CH2:25][OH:26])[CH2:23][OH:24]. The catalyst class is: 5. (9) Reactant: CCN(C(C)C)C(C)C.[Cl:10][C:11]1[C:12]([N:24]2[CH2:29][CH2:28][CH:27]([C:30]([OH:32])=O)[CH2:26][CH2:25]2)=[N:13][C:14]([S:22][CH3:23])=[C:15]([C:17]([O:19][CH2:20][CH3:21])=[O:18])[CH:16]=1.[Cl:33][C:34]1[CH:39]=[CH:38][C:37]([CH2:40][S:41]([NH2:44])(=[O:43])=[O:42])=[CH:36][CH:35]=1.F[P-](F)(F)(F)(F)F.Br[P+](N1CCCC1)(N1CCCC1)N1CCCC1. Product: [CH2:20]([O:19][C:17](=[O:18])[C:15]1[CH:16]=[C:11]([Cl:10])[C:12]([N:24]2[CH2:29][CH2:28][CH:27]([C:30](=[O:32])[NH:44][S:41]([CH2:40][C:37]3[CH:38]=[CH:39][C:34]([Cl:33])=[CH:35][CH:36]=3)(=[O:43])=[O:42])[CH2:26][CH2:25]2)=[N:13][C:14]=1[S:22][CH3:23])[CH3:21]. The catalyst class is: 2.